This data is from Full USPTO retrosynthesis dataset with 1.9M reactions from patents (1976-2016). The task is: Predict the reactants needed to synthesize the given product. (1) Given the product [OH:12][C:13]1([CH3:40])[C@@H:18]([CH3:19])[CH2:17][N:16]([C:20]2[C:25]([N+:26]([O-:28])=[O:27])=[CH:24][N+:23]([O-:9])=[C:22]3[CH2:29][CH2:30][CH2:31][C:21]=23)[CH2:15][C@H:14]1[NH:32][C:33](=[O:39])[O:34][C:35]([CH3:38])([CH3:37])[CH3:36], predict the reactants needed to synthesize it. The reactants are: C1C=C(Cl)C=C(C(OO)=[O:9])C=1.[OH:12][C:13]1([CH3:40])[C@@H:18]([CH3:19])[CH2:17][N:16]([C:20]2[C:25]([N+:26]([O-:28])=[O:27])=[CH:24][N:23]=[C:22]3[CH2:29][CH2:30][CH2:31][C:21]=23)[CH2:15][C@H:14]1[NH:32][C:33](=[O:39])[O:34][C:35]([CH3:38])([CH3:37])[CH3:36]. (2) Given the product [CH:35]1([NH:41][C:17](=[O:19])[CH2:16][S:15][C:4]2[N:3]([CH2:20][CH2:21][C:22]3[CH:27]=[CH:26][CH:25]=[CH:24][CH:23]=3)[C:2](=[O:1])[C:7]3[NH:8][C:9]4[CH:10]=[CH:11][CH:12]=[CH:13][C:14]=4[C:6]=3[N:5]=2)[CH2:40][CH2:39][CH2:38][CH2:37][CH2:36]1, predict the reactants needed to synthesize it. The reactants are: [O:1]=[C:2]1[C:7]2[NH:8][C:9]3[CH:10]=[CH:11][CH:12]=[CH:13][C:14]=3[C:6]=2[N:5]=[C:4]([S:15][CH2:16][C:17]([OH:19])=O)[N:3]1[CH2:20][CH2:21][C:22]1[CH:27]=[CH:26][CH:25]=[CH:24][CH:23]=1.C(N(CC)CC)C.[CH:35]1([NH2:41])[CH2:40][CH2:39][CH2:38][CH2:37][CH2:36]1.CN(C(ON1N=NC2C=CC=NC1=2)=[N+](C)C)C.F[P-](F)(F)(F)(F)F. (3) Given the product [OH:45][CH2:44][C:41]1[S:40][C:39]([C:35]2[CH:34]=[C:33]([C:32]3[CH2:31][C:30](=[O:53])[NH:23][C:9]4[CH:10]=[C:11]([C:19]([F:20])([F:21])[F:22])[C:12]([N:14]([CH3:18])[CH2:15][CH2:16][CH3:17])=[CH:13][C:8]=4[N:7]=3)[CH:38]=[CH:37][CH:36]=2)=[N:43][N:42]=1, predict the reactants needed to synthesize it. The reactants are: C(OC(=O)[NH:7][C:8]1[CH:13]=[C:12]([N:14]([CH3:18])[CH2:15][CH2:16][CH3:17])[C:11]([C:19]([F:22])([F:21])[F:20])=[CH:10][C:9]=1[NH2:23])(C)(C)C.C(O[C:30](=[O:53])[CH2:31][C:32](=O)[C:33]1[CH:38]=[CH:37][CH:36]=[C:35]([C:39]2[S:40][C:41]([CH2:44][O:45]C3CCCCO3)=[N:42][N:43]=2)[CH:34]=1)(C)(C)C.C(O)(C(F)(F)F)=O. (4) Given the product [OH:30][C:25]1[CH:24]=[C:23]([CH:28]=[CH:27][C:26]=1[OH:29])[CH2:22][NH:21][C:19](/[C:18](=[CH:8]/[CH:7]=[CH:6]/[C:5]1[CH:4]=[C:3]([O:2][CH3:1])[C:12]([OH:13])=[C:11]([O:14][CH3:15])[CH:10]=1)/[C:16]#[N:17])=[O:20], predict the reactants needed to synthesize it. The reactants are: [CH3:1][O:2][C:3]1[CH:4]=[C:5]([CH:10]=[C:11]([O:14][CH3:15])[C:12]=1[OH:13])[CH:6]=[CH:7][CH:8]=O.[C:16]([CH2:18][C:19]([N-:21][CH2:22][C:23]1[CH:28]=[CH:27][C:26]([OH:29])=[C:25]([OH:30])[CH:24]=1)=[O:20])#[N:17].NCCC(O)=O.O.